This data is from Full USPTO retrosynthesis dataset with 1.9M reactions from patents (1976-2016). The task is: Predict the reactants needed to synthesize the given product. (1) Given the product [C:1]([N:12]1[CH2:13][CH2:14][C:15]2[C:7]([C:6]([F:30])([F:5])[F:29])=[N:8][N:9]([C:16]3[CH:21]=[CH:20][C:19]([CH2:22][N:23]4[CH2:27][CH2:26][CH2:25][C:24]4=[O:28])=[CH:18][CH:17]=3)[C:10]=2[CH2:11]1)(=[O:3])[CH3:2], predict the reactants needed to synthesize it. The reactants are: [C:1](Cl)(=[O:3])[CH3:2].[F:5][C:6]([F:30])([F:29])[C:7]1[C:15]2[CH2:14][CH2:13][NH:12][CH2:11][C:10]=2[N:9]([C:16]2[CH:21]=[CH:20][C:19]([CH2:22][N:23]3[CH2:27][CH2:26][CH2:25][C:24]3=[O:28])=[CH:18][CH:17]=2)[N:8]=1.CCN(C(C)C)C(C)C. (2) Given the product [CH3:26][O:15][C:14]1[CH:11]=[CH:10][C:4]([C:5]#[N:8])=[CH:3][C:21]=1[C:20]([O:23][CH3:24])=[O:22], predict the reactants needed to synthesize it. The reactants are: CO[C:3]1C=C[C:11]([CH:14]=[O:15])=[CH:10][C:4]=1[C:5](=[N:8]O)OC.S(Cl)(Cl)=O.[C:20]([O:23][CH2:24]C)(=[O:22])[CH3:21].[CH3:26]CCCCC. (3) Given the product [F:1][C:2]1[CH:12]=[CH:11][C:5](/[CH:6]=[CH:19]/[C:18]2[CH:21]=[CH:22][C:15]([N:14]([CH3:23])[CH3:13])=[CH:16][CH:17]=2)=[CH:4][CH:3]=1, predict the reactants needed to synthesize it. The reactants are: [F:1][C:2]1[CH:12]=[CH:11][C:5]([CH2:6]P(=O)([O-])[O-])=[CH:4][CH:3]=1.[CH3:13][N:14]([CH3:23])[C:15]1[CH:22]=[CH:21][C:18]([CH:19]=O)=[CH:17][CH:16]=1.CC([O-])(C)C.[K+].O. (4) Given the product [Cl:25][C:10]1[CH:11]=[C:6]([CH:1]2[CH2:2][CH2:3][CH2:4][CH2:5]2)[CH:7]=[CH:8][C:9]=1[OH:12], predict the reactants needed to synthesize it. The reactants are: [CH:1]1([C:6]2[CH:11]=[CH:10][C:9]([OH:12])=[CH:8][CH:7]=2)[CH2:5][CH2:4][CH2:3][CH2:2]1.C(NCC(C)C)C(C)C.S(Cl)([Cl:25])(=O)=O. (5) Given the product [Cl:1][C:2]1[CH:3]=[C:4]([C:8]2[C:12]([CH2:13][O:14][C:15]3[N:16]=[CH:17][C:18]([C:19]([N:25]4[CH2:30][CH2:29][S:28](=[O:32])(=[O:31])[CH2:27][CH2:26]4)=[O:21])=[CH:22][CH:23]=3)=[C:11]([CH3:24])[O:10][N:9]=2)[CH:5]=[CH:6][CH:7]=1, predict the reactants needed to synthesize it. The reactants are: [Cl:1][C:2]1[CH:3]=[C:4]([C:8]2[C:12]([CH2:13][O:14][C:15]3[CH:23]=[CH:22][C:18]([C:19]([OH:21])=O)=[CH:17][N:16]=3)=[C:11]([CH3:24])[O:10][N:9]=2)[CH:5]=[CH:6][CH:7]=1.[NH:25]1[CH2:30][CH2:29][S:28](=[O:32])(=[O:31])[CH2:27][CH2:26]1. (6) Given the product [O:25]1[C:29]2[CH:30]=[CH:31][C:32]([CH2:34][N:35]3[CH2:36][CH2:37][N:38]([CH2:21][C:18]4[CH:17]=[CH:16][C:15]([C:12]5[CH:11]=[CH:10][C:9]([C:3]([OH:8])([C:2]([F:1])([F:23])[F:24])[C:4]([F:5])([F:6])[F:7])=[CH:14][CH:13]=5)=[CH:20][CH:19]=4)[CH2:39][CH2:40]3)=[CH:33][C:28]=2[O:27][CH2:26]1, predict the reactants needed to synthesize it. The reactants are: [F:1][C:2]([F:24])([F:23])[C:3]([C:9]1[CH:14]=[CH:13][C:12]([C:15]2[CH:20]=[CH:19][C:18]([CH:21]=O)=[CH:17][CH:16]=2)=[CH:11][CH:10]=1)([OH:8])[C:4]([F:7])([F:6])[F:5].[O:25]1[C:29]2[CH:30]=[CH:31][C:32]([CH2:34][N:35]3[CH2:40][CH2:39][NH:38][CH2:37][CH2:36]3)=[CH:33][C:28]=2[O:27][CH2:26]1.C(=O)C1C=CN=CC=1. (7) Given the product [CH3:1][O:2][C:3]1[CH:4]=[C:5]([C:6]([N:19]2[CH2:20][CH2:21][N:16]([CH3:15])[CH2:17][CH2:18]2)=[O:8])[CH:9]=[CH:10][C:11]=1[N+:12]([O-:14])=[O:13], predict the reactants needed to synthesize it. The reactants are: [CH3:1][O:2][C:3]1[CH:4]=[C:5]([CH:9]=[CH:10][C:11]=1[N+:12]([O-:14])=[O:13])[C:6]([OH:8])=O.[CH3:15][N:16]1[CH2:21][CH2:20][NH:19][CH2:18][CH2:17]1.O. (8) Given the product [Cl:1][C:2]1[CH:7]=[C:6]([CH3:8])[CH:5]=[CH:4][C:3]=1[NH:9][C:10]([CH2:11][C@@H:12]([C:17]1[C:21]2[CH2:22][CH2:23][CH2:24][CH:25]([CH2:26][CH2:27][CH:28]([CH3:29])[CH3:30])[C:20]=2[O:19][N:18]=1)[CH2:13][CH2:14][C:15]([OH:33])=[O:16])=[O:31], predict the reactants needed to synthesize it. The reactants are: [Cl:1][C:2]1[CH:7]=[C:6]([CH3:8])[CH:5]=[CH:4][C:3]=1[NH:9][C:10](=[O:31])[CH2:11][C@@H:12]([C:17]1[C:21]2[CH2:22][CH2:23][CH2:24][CH:25]([CH2:26][CH2:27][CH:28]([CH3:30])[CH3:29])[C:20]=2[O:19][N:18]=1)[CH2:13][CH2:14][CH2:15][OH:16].P([O-])([O-])([O-])=[O:33].Cl([O-])=O.[Na+].Cl[O-].[Na+].S([O-])([O-])=O.[Na+].[Na+].S([O-])(O)(=O)=O.[Na+]. (9) Given the product [Cl:20][C:21]1[CH:26]=[CH:25][C:24]([NH:27][C:28](=[O:29])[NH:1][C:2]2[CH:3]=[CH:4][C:5]([C:8]3[C:16]4[C:11](=[N:12][CH:13]=[CH:14][CH:15]=4)[NH:10][C:9]=3[C:17]([NH2:19])=[O:18])=[CH:6][CH:7]=2)=[CH:23][C:22]=1[C:30]([F:31])([F:32])[F:33], predict the reactants needed to synthesize it. The reactants are: [NH2:1][C:2]1[CH:7]=[CH:6][C:5]([C:8]2[C:16]3[C:11](=[N:12][CH:13]=[CH:14][CH:15]=3)[NH:10][C:9]=2[C:17]([NH2:19])=[O:18])=[CH:4][CH:3]=1.[Cl:20][C:21]1[CH:26]=[CH:25][C:24]([N:27]=[C:28]=[O:29])=[CH:23][C:22]=1[C:30]([F:33])([F:32])[F:31]. (10) Given the product [C:26]([O:25][C:23]([NH:2][CH2:3][C:4]1[CH:5]=[CH:6][C:7]([CH2:10][CH2:11][C:12]([OH:14])=[O:13])=[CH:8][CH:9]=1)=[O:24])([CH3:29])([CH3:28])[CH3:27], predict the reactants needed to synthesize it. The reactants are: Cl.[NH2:2][CH2:3][C:4]1[CH:9]=[CH:8][C:7]([CH2:10][CH2:11][C:12]([O:14]C)=[O:13])=[CH:6][CH:5]=1.C(N(CC)CC)C.[C:23](O[C:23]([O:25][C:26]([CH3:29])([CH3:28])[CH3:27])=[O:24])([O:25][C:26]([CH3:29])([CH3:28])[CH3:27])=[O:24].